From a dataset of Clinical trial toxicity outcomes and FDA approval status for drugs. Regression/Classification. Given a drug SMILES string, predict its toxicity properties. Task type varies by dataset: regression for continuous values (e.g., LD50, hERG inhibition percentage) or binary classification for toxic/non-toxic outcomes (e.g., AMES mutagenicity, cardiotoxicity, hepatotoxicity). Dataset: clintox. The compound is Nc1nc(=O)c2c([nH]1)NCC(CNc1ccc(C(=O)N[C@@H](CCC(=O)[O-])C(=O)[O-])cc1)N2C=O.[Ca+2]. The result is 1 (failed clinical trial for toxicity).